Dataset: Full USPTO retrosynthesis dataset with 1.9M reactions from patents (1976-2016). Task: Predict the reactants needed to synthesize the given product. (1) Given the product [Cl:82][C:77]1[CH:78]=[CH:79][CH:80]=[CH:81][C:76]=1[O:75][CH:72]1[CH2:71][CH2:70][N:69]([C:67](=[O:68])[CH2:66][NH:65][C:23]([C:20]2[CH:19]=[C:18]([C:15]3[CH:14]=[CH:13][C:12]([C:11]([F:10])([F:27])[F:26])=[CH:17][CH:16]=3)[NH:22][N:21]=2)=[O:25])[CH2:74][CH2:73]1, predict the reactants needed to synthesize it. The reactants are: CCN(C(C)C)C(C)C.[F:10][C:11]([F:27])([F:26])[C:12]1[CH:17]=[CH:16][C:15]([C:18]2[NH:22][N:21]=[C:20]([C:23]([OH:25])=O)[CH:19]=2)=[CH:14][CH:13]=1.C1(C2NN=C(C(O)=O)C=2)C=CC=CC=1.C1C=CC2N(O)N=NC=2C=1.CCN=C=NCCCN(C)C.Cl.Cl.[NH2:65][CH2:66][C:67]([N:69]1[CH2:74][CH2:73][CH:72]([O:75][C:76]2[CH:81]=[CH:80][CH:79]=[CH:78][C:77]=2[Cl:82])[CH2:71][CH2:70]1)=[O:68]. (2) Given the product [Cl:1][C:2]1[C:3]([NH:21][CH:22]2[CH2:23][CH2:24]2)=[N:4][C:5]([N:8]([C:9]2[CH:14]=[CH:13][CH:12]=[C:11]([N:15]3[CH2:19][CH2:18][CH2:17][C:16]3=[O:20])[CH:10]=2)[CH:25]=[O:26])=[N:6][CH:7]=1, predict the reactants needed to synthesize it. The reactants are: [Cl:1][C:2]1[C:3]([NH:21][CH:22]2[CH2:24][CH2:23]2)=[N:4][C:5]([NH:8][C:9]2[CH:10]=[C:11]([N:15]3[CH2:19][CH2:18][CH2:17][C:16]3=[O:20])[CH:12]=[CH:13][CH:14]=2)=[N:6][CH:7]=1.[CH:25](OCC)(OCC)[O:26]CC.C1(C)C=CC(S(O)(=O)=O)=CC=1.C([O-])(O)=O.[Na+]. (3) Given the product [C:1]([C:5]1[CH:10]=[CH:9][C:8]([N:11]2[C:15](=[O:16])[C:14]([CH3:18])([CH3:17])[N:13]([CH2:19][C:20]3[CH:25]=[CH:24][N:23]=[C:22]([NH:28][C:27]([NH:39][CH2:38][CH2:37][CH2:36][N:31]4[CH2:35][CH2:34][CH2:33][CH2:32]4)=[O:26])[CH:21]=3)[C:12]2=[O:30])=[CH:7][CH:6]=1)([CH3:4])([CH3:3])[CH3:2], predict the reactants needed to synthesize it. The reactants are: [C:1]([C:5]1[CH:10]=[CH:9][C:8]([N:11]2[C:15](=[O:16])[C:14]([CH3:18])([CH3:17])[N:13]([CH2:19][C:20]3[CH:25]=[CH:24][N:23]4[O:26][C:27](=S)[N:28]=[C:22]4[CH:21]=3)[C:12]2=[O:30])=[CH:7][CH:6]=1)([CH3:4])([CH3:3])[CH3:2].[N:31]1([CH2:36][CH2:37][CH2:38][NH2:39])[CH2:35][CH2:34][CH2:33][CH2:32]1. (4) Given the product [C:22]([C:21]1[CH:24]=[C:17]([C:15]2[S:16][C:12]([C:7]3[CH:8]=[CH:9][CH:10]=[C:11]4[C:6]=3[CH2:5][CH2:4][C@@H:3]4[NH:2][S:43]([CH2:42][C:41]([O:40][CH2:38][CH3:39])=[O:47])(=[O:45])=[O:44])=[N:13][N:14]=2)[CH:18]=[CH:19][C:20]=1[O:25][CH:26]([CH3:28])[CH3:27])#[N:23], predict the reactants needed to synthesize it. The reactants are: Cl.[NH2:2][C@@H:3]1[C:11]2[C:6](=[C:7]([C:12]3[S:16][C:15]([C:17]4[CH:18]=[CH:19][C:20]([O:25][CH:26]([CH3:28])[CH3:27])=[C:21]([CH:24]=4)[C:22]#[N:23])=[N:14][N:13]=3)[CH:8]=[CH:9][CH:10]=2)[CH2:5][CH2:4]1.CCN(C(C)C)C(C)C.[CH2:38]([O:40][C:41](=[O:47])[CH2:42][S:43](Cl)(=[O:45])=[O:44])[CH3:39].